Dataset: Full USPTO retrosynthesis dataset with 1.9M reactions from patents (1976-2016). Task: Predict the reactants needed to synthesize the given product. (1) Given the product [C:19]1([C:18]2[O:25][C:14]3[C:15]4[CH:7]([CH2:6][CH2:5][NH:4][C:1](=[O:3])[CH3:2])[CH2:8][CH2:9][C:10]=4[CH:11]=[CH:12][C:13]=3[N:17]=2)[CH:24]=[CH:23][CH:22]=[CH:21][CH:20]=1, predict the reactants needed to synthesize it. The reactants are: [C:1]([NH:4][CH2:5][CH2:6][CH:7]1[C:15]2[C:10](=[CH:11][CH:12]=[C:13]([NH:17][C:18](=[O:25])[C:19]3[CH:24]=[CH:23][CH:22]=[CH:21][CH:20]=3)[C:14]=2O)[CH2:9][CH2:8]1)(=[O:3])[CH3:2].C1(C)C=CC(S([O-])(=O)=O)=CC=1.[NH+]1C=CC=CC=1. (2) Given the product [O:12]1[CH:13]=[CH:14][CH:15]=[C:11]1[C:9]1[N:10]=[C:6]([NH:5][C:3](=[O:4])[CH2:2][N:24]2[CH2:29][CH2:28][O:27][CH2:26][CH2:25]2)[S:7][C:8]=1[C:16]([C:18]1[CH:23]=[CH:22][CH:21]=[CH:20][N:19]=1)=[O:17], predict the reactants needed to synthesize it. The reactants are: Br[CH2:2][C:3]([NH:5][C:6]1[S:7][C:8]([C:16]([C:18]2[CH:23]=[CH:22][CH:21]=[CH:20][N:19]=2)=[O:17])=[C:9]([C:11]2[O:12][CH:13]=[CH:14][CH:15]=2)[N:10]=1)=[O:4].[NH:24]1[CH2:29][CH2:28][O:27][CH2:26][CH2:25]1.